This data is from NCI-60 drug combinations with 297,098 pairs across 59 cell lines. The task is: Regression. Given two drug SMILES strings and cell line genomic features, predict the synergy score measuring deviation from expected non-interaction effect. (1) Drug 1: CC(C1=C(C=CC(=C1Cl)F)Cl)OC2=C(N=CC(=C2)C3=CN(N=C3)C4CCNCC4)N. Drug 2: C1CCN(CC1)CCOC2=CC=C(C=C2)C(=O)C3=C(SC4=C3C=CC(=C4)O)C5=CC=C(C=C5)O. Cell line: SNB-75. Synergy scores: CSS=9.98, Synergy_ZIP=3.18, Synergy_Bliss=8.37, Synergy_Loewe=7.68, Synergy_HSA=7.63. (2) Drug 1: C1C(C(OC1N2C=C(C(=O)NC2=O)F)CO)O. Drug 2: CNC(=O)C1=NC=CC(=C1)OC2=CC=C(C=C2)NC(=O)NC3=CC(=C(C=C3)Cl)C(F)(F)F. Cell line: OVCAR-8. Synergy scores: CSS=6.76, Synergy_ZIP=-6.29, Synergy_Bliss=-4.82, Synergy_Loewe=-22.7, Synergy_HSA=-4.91. (3) Drug 1: C1=NC2=C(N=C(N=C2N1C3C(C(C(O3)CO)O)F)Cl)N. Drug 2: CCC1(C2=C(COC1=O)C(=O)N3CC4=CC5=C(C=CC(=C5CN(C)C)O)N=C4C3=C2)O.Cl. Cell line: U251. Synergy scores: CSS=45.8, Synergy_ZIP=0.200, Synergy_Bliss=-1.50, Synergy_Loewe=-14.1, Synergy_HSA=0.782. (4) Drug 1: CN(C)C1=NC(=NC(=N1)N(C)C)N(C)C. Drug 2: COC1=NC(=NC2=C1N=CN2C3C(C(C(O3)CO)O)O)N. Cell line: SK-OV-3. Synergy scores: CSS=-10.5, Synergy_ZIP=3.67, Synergy_Bliss=0.448, Synergy_Loewe=-5.09, Synergy_HSA=-4.48. (5) Drug 1: COC1=C(C=C2C(=C1)N=CN=C2NC3=CC(=C(C=C3)F)Cl)OCCCN4CCOCC4. Drug 2: CC(C)(C#N)C1=CC(=CC(=C1)CN2C=NC=N2)C(C)(C)C#N. Cell line: NCI-H460. Synergy scores: CSS=22.7, Synergy_ZIP=-1.31, Synergy_Bliss=3.47, Synergy_Loewe=4.32, Synergy_HSA=4.29. (6) Drug 1: C1=NC(=NC(=O)N1C2C(C(C(O2)CO)O)O)N. Drug 2: CC1=C(C(=CC=C1)Cl)NC(=O)C2=CN=C(S2)NC3=CC(=NC(=N3)C)N4CCN(CC4)CCO. Cell line: HCC-2998. Synergy scores: CSS=30.2, Synergy_ZIP=-10.9, Synergy_Bliss=-3.38, Synergy_Loewe=-4.35, Synergy_HSA=-1.80.